This data is from Full USPTO retrosynthesis dataset with 1.9M reactions from patents (1976-2016). The task is: Predict the reactants needed to synthesize the given product. Given the product [CH3:9][C:10]1[C:11]2[N:12]([N:17]=[C:18]([C:20]3[N:1]=[C:2]4[CH:7]=[CH:6][C:5]([Br:8])=[CH:4][N:3]4[C:22](=[O:23])[CH:21]=3)[CH:19]=2)[CH:13]=[C:14]([CH3:16])[N:15]=1, predict the reactants needed to synthesize it. The reactants are: [NH2:1][C:2]1[CH:7]=[CH:6][C:5]([Br:8])=[CH:4][N:3]=1.[CH3:9][C:10]1[C:11]2[N:12]([N:17]=[C:18]([C:20](=O)[CH2:21][C:22](OCC)=[O:23])[CH:19]=2)[CH:13]=[C:14]([CH3:16])[N:15]=1.